From a dataset of Full USPTO retrosynthesis dataset with 1.9M reactions from patents (1976-2016). Predict the reactants needed to synthesize the given product. (1) The reactants are: [C:1]([O:5][C:6]([N:8]1[CH2:12][CH2:11][CH2:10][C@@H:9]1[C@@H:13]([OH:41])[C@@H:14]([N:24](CC1C=CC=CC=1C)CC1C=CC=CC=1C)[CH2:15][C:16]1[CH:21]=[C:20]([F:22])[CH:19]=[C:18]([F:23])[CH:17]=1)=[O:7])([CH3:4])([CH3:3])[CH3:2].[H][H]. Given the product [C:1]([O:5][C:6]([N:8]1[CH2:12][CH2:11][CH2:10][C@@H:9]1[C@@H:13]([OH:41])[C@@H:14]([NH2:24])[CH2:15][C:16]1[CH:21]=[C:20]([F:22])[CH:19]=[C:18]([F:23])[CH:17]=1)=[O:7])([CH3:4])([CH3:2])[CH3:3], predict the reactants needed to synthesize it. (2) Given the product [N+:20]([C:17]1[CH:18]=[CH:19][C:14]([N:11]2[CH2:10][CH2:9][NH:8][CH2:13][CH2:12]2)=[C:15]([CH:16]=1)[C:23]#[N:24])([O-:22])=[O:21], predict the reactants needed to synthesize it. The reactants are: C(OC([N:8]1[CH2:13][CH2:12][N:11]([C:14]2[CH:19]=[CH:18][C:17]([N+:20]([O-:22])=[O:21])=[CH:16][C:15]=2[C:23]#[N:24])[CH2:10][CH2:9]1)=O)(C)(C)C.CO.Cl. (3) Given the product [CH3:5][O:14][CH2:1][O:2][CH2:3][C:19]1[CH:20]=[CH:21][C:16]([NH2:15])=[N:17][CH:18]=1, predict the reactants needed to synthesize it. The reactants are: [CH3:1][O:2][CH2:3]Br.[CH:5](N(CC)C(C)C)(C)C.[OH2:14].[NH2:15][C:16]1[CH:21]=[CH:20][CH:19]=[CH:18][N:17]=1.